This data is from Full USPTO retrosynthesis dataset with 1.9M reactions from patents (1976-2016). The task is: Predict the reactants needed to synthesize the given product. Given the product [CH2:1]([O:3][C:4](=[O:13])[C:5]1[CH:10]=[C:9]([O:11][CH2:20][C:21]2[CH:26]=[CH:25][CH:24]=[CH:23][CH:22]=2)[CH:8]=[C:7]([O:12][CH2:4][C:5]2[CH:10]=[CH:9][CH:8]=[CH:7][CH:6]=2)[CH:6]=1)[CH3:2], predict the reactants needed to synthesize it. The reactants are: [CH2:1]([O:3][C:4](=[O:13])[C:5]1[CH:10]=[C:9]([OH:11])[CH:8]=[C:7]([OH:12])[CH:6]=1)[CH3:2].C(=O)([O-])[O-].[K+].[K+].[CH2:20](Br)[C:21]1[CH:26]=[CH:25][CH:24]=[CH:23][CH:22]=1.[K+].[Br-].